This data is from Full USPTO retrosynthesis dataset with 1.9M reactions from patents (1976-2016). The task is: Predict the reactants needed to synthesize the given product. (1) Given the product [OH:1][CH:2]([CH:3]([CH2:4][CH2:5][CH2:6][CH2:7][C:8]([O:10][CH3:21])=[O:9])[C:11]([O:13][CH:14]([CH:17]=[CH2:18])[CH:15]=[CH2:16])=[O:12])[CH:19]=[CH2:20], predict the reactants needed to synthesize it. The reactants are: [OH:1][CH:2]([CH:19]=[CH2:20])[CH:3]([C:11]([O:13][CH:14]([CH:17]=[CH2:18])[CH:15]=[CH2:16])=[O:12])[CH2:4][CH2:5][CH2:6][CH2:7][C:8]([OH:10])=[O:9].[CH3:21][Si](C=[N+]=[N-])(C)C. (2) Given the product [C@@H:6]1([O:24][C:25]2[C:29]([CH2:30][C:31]3[CH:36]=[CH:35][C:34]([O:37][CH2:38][CH2:39][C:40](=[O:48])[NH:41][C:42]([C:45]([N:59]4[CH2:60][CH2:61][N:56]([CH2:55][CH2:54][OH:53])[CH2:57][CH2:58]4)=[O:46])([CH3:44])[CH3:43])=[CH:33][C:32]=3[CH3:49])=[C:28]([CH:50]([CH3:52])[CH3:51])[NH:27][N:26]=2)[O:7][C@H:8]([CH2:19][OH:20])[C@@H:9]([OH:15])[C@H:10]([OH:11])[C@H:5]1[OH:4], predict the reactants needed to synthesize it. The reactants are: C([O:4][C@@H:5]1[C@@H:10]([O:11]C(=O)C)[C@H:9]([O:15]C(=O)C)[C@@H:8]([CH2:19][O:20]C(=O)C)[O:7][C@H:6]1[O:24][C:25]1[C:29]([CH2:30][C:31]2[CH:36]=[CH:35][C:34]([O:37][CH2:38][CH2:39][C:40](=[O:48])[NH:41][C:42]([C:45](O)=[O:46])([CH3:44])[CH3:43])=[CH:33][C:32]=2[CH3:49])=[C:28]([CH:50]([CH3:52])[CH3:51])[NH:27][N:26]=1)(=O)C.[OH:53][CH2:54][CH2:55][N:56]1[CH2:61][CH2:60][NH:59][CH2:58][CH2:57]1.NC(C)(C)C(N)=O. (3) The reactants are: C(OC([N:8]1[CH2:13][CH2:12][CH2:11][C@H:10]([C:14]([C:17]([O:19][CH3:20])=[O:18])([CH3:16])[CH3:15])[CH2:9]1)=O)(C)(C)C.[ClH:21]. Given the product [ClH:21].[CH3:20][O:19][C:17](=[O:18])[C:14]([CH3:15])([C@H:10]1[CH2:11][CH2:12][CH2:13][NH:8][CH2:9]1)[CH3:16], predict the reactants needed to synthesize it. (4) Given the product [O:1]=[C:2]1[CH2:8][CH2:7][C:6]2[CH:13]=[CH:14][CH:15]=[CH:16][C:5]=2[CH2:4][CH2:3]1, predict the reactants needed to synthesize it. The reactants are: [O:1]=[C:2]1[CH:8](C(OC)=O)[CH2:7][C:6]2[CH:13]=[CH:14][CH:15]=[CH:16][C:5]=2[CH2:4][CH:3]1C(OC)=O.[OH-].[K+]. (5) Given the product [Cl:1][C:2]1[CH:19]=[C:18]([Cl:20])[CH:17]=[CH:16][C:3]=1[O:4][C:5]1[N:6]=[C:7]([O:13][CH2:14][CH3:15])[CH:8]=[CH:9][C:10]=1[CH:11]=[O:12], predict the reactants needed to synthesize it. The reactants are: [Cl:1][C:2]1[CH:19]=[C:18]([Cl:20])[CH:17]=[CH:16][C:3]=1[O:4][C:5]1[C:10]([CH2:11][OH:12])=[CH:9][CH:8]=[C:7]([O:13][CH2:14][CH3:15])[N:6]=1.C1(C)C=CC=CC=1. (6) Given the product [Cl:18][C:10]1[C:9]([N:12]2[CH2:17][CH2:16][O:15][CH2:14][CH2:13]2)=[CH:8][C:3]([C:4]([NH:6][CH3:7])=[O:5])=[C:2]([CH3:1])[CH:11]=1, predict the reactants needed to synthesize it. The reactants are: [CH3:1][C:2]1[CH:11]=[CH:10][C:9]([N:12]2[CH2:17][CH2:16][O:15][CH2:14][CH2:13]2)=[CH:8][C:3]=1[C:4]([NH:6][CH3:7])=[O:5].[Cl:18]N1C(=O)CCC1=O. (7) Given the product [C:21]([O:25][C:26]([N:12]1[C@H:8]([CH2:7][C:4]2[CH:3]=[CH:2][C:1]([C:15]3[CH:16]=[CH:17][CH:18]=[CH:19][CH:20]=3)=[CH:6][CH:5]=2)[CH2:9][C@@H:10]([CH3:14])[C:11]1=[O:13])=[O:27])([CH3:24])([CH3:23])[CH3:22], predict the reactants needed to synthesize it. The reactants are: [C:1]1([C:15]2[CH:20]=[CH:19][CH:18]=[CH:17][CH:16]=2)[CH:6]=[CH:5][C:4]([CH2:7][C@H:8]2[NH:12][C:11](=[O:13])[C@H:10]([CH3:14])[CH2:9]2)=[CH:3][CH:2]=1.[C:21]([O:25][C:26](O[C:26]([O:25][C:21]([CH3:24])([CH3:23])[CH3:22])=[O:27])=[O:27])([CH3:24])([CH3:23])[CH3:22].C(N(CC)CC)C.CC1C=CN=C(N)C=1C.